Dataset: Catalyst prediction with 721,799 reactions and 888 catalyst types from USPTO. Task: Predict which catalyst facilitates the given reaction. (1) Reactant: [CH2:1]([O:3][C:4](=[O:12])[CH2:5][C:6](=O)[CH:7](Br)[CH2:8][CH3:9])[CH3:2].[F:13][C:14]([F:25])([F:24])[C:15]1[CH:23]=[CH:22][C:18]([C:19]([NH2:21])=[S:20])=[CH:17][CH:16]=1. Product: [CH2:1]([O:3][C:4](=[O:12])[CH2:5][C:6]1[N:21]=[C:19]([C:18]2[CH:17]=[CH:16][C:15]([C:14]([F:24])([F:13])[F:25])=[CH:23][CH:22]=2)[S:20][C:7]=1[CH2:8][CH3:9])[CH3:2]. The catalyst class is: 8. (2) Reactant: C[O:2][C:3]([C:5]1[N:6]=[C:7]([CH3:10])[NH:8][CH:9]=1)=[O:4].[H-].[Na+].Cl[CH2:14][O:15][CH2:16][CH2:17][Si:18]([CH3:21])([CH3:20])[CH3:19].[OH-].[Li+].Cl. Product: [CH3:10][C:7]1[N:8]([CH2:14][O:15][CH2:16][CH2:17][Si:18]([CH3:21])([CH3:20])[CH3:19])[CH:9]=[C:5]([C:3]([OH:2])=[O:4])[N:6]=1. The catalyst class is: 18. (3) Reactant: [F:1][C:2]([F:9])([CH:6]([F:8])[F:7])[C:3]([OH:5])=O.[OH2:10].[NH2:11][NH2:12]. Product: [F:1][C:2]([F:9])([CH:6]([F:8])[F:7])[C:3]([NH:11][NH:12][C:3](=[O:5])[C:2]([F:9])([F:1])[CH:6]([F:8])[F:7])=[O:10]. The catalyst class is: 11. (4) Reactant: O.[OH-].[Li+].[CH3:4][O:5][C:6]1[CH:11]=[C:10]([O:12][CH3:13])[CH:9]=[CH:8][C:7]=1[NH:14][C:15]([NH:17][C:18]1[C:19]([C:28]([NH:30][C@@H:31]([CH:36]2[CH2:41][CH2:40][CH2:39][CH2:38][CH2:37]2)[C:32]([O:34]C)=[O:33])=[O:29])=[CH:20][C:21]2[C:26]([CH:27]=1)=[CH:25][CH:24]=[CH:23][CH:22]=2)=[O:16].O.Cl. Product: [CH3:4][O:5][C:6]1[CH:11]=[C:10]([O:12][CH3:13])[CH:9]=[CH:8][C:7]=1[NH:14][C:15]([NH:17][C:18]1[C:19]([C:28]([NH:30][C@@H:31]([CH:36]2[CH2:37][CH2:38][CH2:39][CH2:40][CH2:41]2)[C:32]([OH:34])=[O:33])=[O:29])=[CH:20][C:21]2[C:26]([CH:27]=1)=[CH:25][CH:24]=[CH:23][CH:22]=2)=[O:16]. The catalyst class is: 12.